Dataset: Cav3 T-type calcium channel HTS with 100,875 compounds. Task: Binary Classification. Given a drug SMILES string, predict its activity (active/inactive) in a high-throughput screening assay against a specified biological target. (1) The drug is Clc1ccc(C(=O)Cn2c(=O)c3c(n(nc3)C(C)(C)C)nc2)cc1. The result is 0 (inactive). (2) The drug is O1CCN(CC1)CC(=O)Nc1ccc(cc1)C(OC)=O. The result is 0 (inactive).